This data is from NCI-60 drug combinations with 297,098 pairs across 59 cell lines. The task is: Regression. Given two drug SMILES strings and cell line genomic features, predict the synergy score measuring deviation from expected non-interaction effect. (1) Drug 2: C1CN(CCN1C(=O)CCBr)C(=O)CCBr. Drug 1: COC1=NC(=NC2=C1N=CN2C3C(C(C(O3)CO)O)O)N. Cell line: NCIH23. Synergy scores: CSS=33.7, Synergy_ZIP=-4.34, Synergy_Bliss=1.93, Synergy_Loewe=-13.3, Synergy_HSA=-2.34. (2) Drug 2: C#CCC(CC1=CN=C2C(=N1)C(=NC(=N2)N)N)C3=CC=C(C=C3)C(=O)NC(CCC(=O)O)C(=O)O. Synergy scores: CSS=28.9, Synergy_ZIP=2.02, Synergy_Bliss=-0.329, Synergy_Loewe=-22.5, Synergy_HSA=-2.95. Drug 1: CN1C(=O)N2C=NC(=C2N=N1)C(=O)N. Cell line: SK-OV-3.